Dataset: Forward reaction prediction with 1.9M reactions from USPTO patents (1976-2016). Task: Predict the product of the given reaction. (1) Given the reactants [OH:1][CH2:2][CH:3]1[CH2:8][O:7][CH2:6][CH2:5][NH:4]1.[F:9][C:10]1[CH:18]=[CH:17][CH:16]=[CH:15][C:11]=1[C:12](Cl)=[O:13].C(N(CC)CC)C.[OH-].[Na+], predict the reaction product. The product is: [F:9][C:10]1[CH:18]=[CH:17][CH:16]=[CH:15][C:11]=1[C:12]([N:4]1[CH2:5][CH2:6][O:7][CH2:8][CH:3]1[CH2:2][OH:1])=[O:13]. (2) Given the reactants [N:1]12[CH2:8][CH2:7][CH:4]([CH2:5][CH2:6]1)[C@@H:3]([O:9][C:10]([C:12]1([C:19]3[CH:24]=[CH:23][CH:22]=[CH:21][CH:20]=3)[CH2:18][CH2:17][CH2:16][CH2:15][CH2:14][CH2:13]1)=[O:11])[CH2:2]2.Br[CH2:26][CH2:27][C:28]1[CH:29]=[CH:30][C:31]2[O:35][CH2:34][CH2:33][C:32]=2[CH:36]=1, predict the reaction product. The product is: [CH:10]([O-:11])=[O:9].[O:35]1[C:31]2[CH:30]=[CH:29][C:28]([CH2:27][CH2:26][N+:1]34[CH2:8][CH2:7][CH:4]([CH2:5][CH2:6]3)[C@@H:3]([O:9][C:10]([C:12]3([C:19]5[CH:20]=[CH:21][CH:22]=[CH:23][CH:24]=5)[CH2:18][CH2:17][CH2:16][CH2:15][CH2:14][CH2:13]3)=[O:11])[CH2:2]4)=[CH:36][C:32]=2[CH2:33][CH2:34]1. (3) The product is: [C:1]([O:5][C:6](=[O:30])[NH:7][C:8]([CH3:29])([CH3:28])[C:9]([N:11]1[CH2:16][CH2:15][N:14]([C:17]2[CH:18]=[N:19][C:20]3[C:25]([CH:26]=2)=[N:24][C:23]([C:38]2[CH:39]=[CH:40][C:34]4[O:33][C:32]([NH2:31])=[N:36][C:35]=4[CH:37]=2)=[CH:22][CH:21]=3)[CH2:13][CH2:12]1)=[O:10])([CH3:4])([CH3:3])[CH3:2]. Given the reactants [C:1]([O:5][C:6](=[O:30])[NH:7][C:8]([CH3:29])([CH3:28])[C:9]([N:11]1[CH2:16][CH2:15][N:14]([C:17]2[CH:18]=[N:19][C:20]3[C:25]([CH:26]=2)=[N:24][C:23](Cl)=[CH:22][CH:21]=3)[CH2:13][CH2:12]1)=[O:10])([CH3:4])([CH3:3])[CH3:2].[NH2:31][C:32]1[O:33][C:34]2[CH:40]=[CH:39][C:38](B(O)O)=[CH:37][C:35]=2[N:36]=1.C(=O)([O-])[O-].[Na+].[Na+], predict the reaction product. (4) Given the reactants [C:1]([C:3]1[C:4]2[S:25][C:24]([C:26]3[CH:31]=[CH:30][C:29]([N:32]4[CH2:37][CH2:36][NH:35][CH2:34][CH2:33]4)=[CH:28][CH:27]=3)=[CH:23][C:5]=2[C:6]([NH:9][C@H:10]2[CH2:15][CH2:14][CH2:13][N:12]([C:16]([O:18][C:19]([CH3:22])([CH3:21])[CH3:20])=[O:17])[CH2:11]2)=[N:7][CH:8]=1)#[N:2].[CH3:38][S:39](Cl)(=[O:41])=[O:40], predict the reaction product. The product is: [C:1]([C:3]1[C:4]2[S:25][C:24]([C:26]3[CH:31]=[CH:30][C:29]([N:32]4[CH2:33][CH2:34][N:35]([S:39]([CH3:38])(=[O:41])=[O:40])[CH2:36][CH2:37]4)=[CH:28][CH:27]=3)=[CH:23][C:5]=2[C:6]([NH:9][C@H:10]2[CH2:15][CH2:14][CH2:13][N:12]([C:16]([O:18][C:19]([CH3:22])([CH3:21])[CH3:20])=[O:17])[CH2:11]2)=[N:7][CH:8]=1)#[N:2]. (5) Given the reactants Cl[CH2:2][CH2:3][CH2:4][CH2:5][N:6]1[C:14]([O:15]C)=[N:13][C:12]2[C:7]1=[N:8][C:9]([O:18][CH:19]1[CH2:24][CH2:23][CH2:22][CH2:21][CH2:20]1)=[N:10][C:11]=2[NH2:17].[CH3:25][CH:26]([N:28]1[CH2:33][CH2:32][NH:31][CH2:30][CH2:29]1)[CH3:27], predict the reaction product. The product is: [NH2:17][C:11]1[N:10]=[C:9]([O:18][CH:19]2[CH2:20][CH2:21][CH2:22][CH2:23][CH2:24]2)[N:8]=[C:7]2[C:12]=1[NH:13][C:14](=[O:15])[N:6]2[CH2:5][CH2:4][CH2:3][CH2:2][N:31]1[CH2:32][CH2:33][N:28]([CH:26]([CH3:27])[CH3:25])[CH2:29][CH2:30]1. (6) Given the reactants O.CS(O)(=O)=O.[CH:7]1([N:10]2[C:19]3[C:14](=[CH:15][CH:16]=[C:17]([C:24]4[CH:25]=[C:26]5[C:30](=[CH:31][CH:32]=4)[C@@H:29]([CH3:33])[NH:28][CH2:27]5)[C:18]=3[O:20][CH:21]([F:23])[F:22])[C:13](=[O:34])[C:12]([C:35]([OH:37])=[O:36])=[CH:11]2)[CH2:9][CH2:8]1.OC1O[C@H](CO)[C@@H](O[C@@H]2O[C@H](CO)[C@H](O)[C@H](O)[C@H]2O)[C@H](O)[C@H]1O, predict the reaction product. The product is: [CH:7]1([N:10]2[C:19]3[C:14](=[CH:15][CH:16]=[C:17]([C:24]4[CH:25]=[C:26]5[C:30](=[CH:31][CH:32]=4)[C@@H:29]([CH3:33])[NH:28][CH2:27]5)[C:18]=3[O:20][CH:21]([F:23])[F:22])[C:13](=[O:34])[C:12]([C:35]([OH:37])=[O:36])=[CH:11]2)[CH2:9][CH2:8]1. (7) Given the reactants [NH:1]1[CH2:5][CH2:4][CH2:3][CH2:2]1.CN(C)C=O.F[C:12]1[CH:17]=[CH:16][C:15]([C:18]([F:21])([F:20])[F:19])=[CH:14][C:13]=1[N+:22]([O-:24])=[O:23], predict the reaction product. The product is: [N+:22]([C:13]1[CH:14]=[C:15]([C:18]([F:19])([F:20])[F:21])[CH:16]=[CH:17][C:12]=1[N:1]1[CH2:5][CH2:4][CH2:3][CH2:2]1)([O-:24])=[O:23]. (8) Given the reactants [F:1][C:2]1[C:11]2[NH:10][C:9](=[O:12])[C:8]3[S:13][CH:14]=[CH:15][C:7]=3[C:6]=2[C:5]([C:16]2[CH:30]=[CH:29][C:19]([CH2:20][NH:21]C(=O)OC(C)(C)C)=[CH:18][CH:17]=2)=[C:4]([O:31][CH3:32])[CH:3]=1.[ClH:33], predict the reaction product. The product is: [ClH:33].[NH2:21][CH2:20][C:19]1[CH:29]=[CH:30][C:16]([C:5]2[C:6]3[C:7]4[CH:15]=[CH:14][S:13][C:8]=4[C:9](=[O:12])[NH:10][C:11]=3[C:2]([F:1])=[CH:3][C:4]=2[O:31][CH3:32])=[CH:17][CH:18]=1. (9) The product is: [Cl:1][C:2]1[CH:31]=[C:30]([O:32][CH2:36][CH:33]2[CH2:35][CH2:34]2)[CH:29]=[CH:28][C:3]=1[O:4][C:5]1[S:6][C:7]([C:10]2[CH:14]=[C:13]([CH:15]([N:17]3[C:25](=[O:26])[C:24]4[C:19](=[CH:20][CH:21]=[CH:22][CH:23]=4)[C:18]3=[O:27])[CH3:16])[O:12][N:11]=2)=[CH:8][N:9]=1. Given the reactants [Cl:1][C:2]1[CH:31]=[C:30]([OH:32])[CH:29]=[CH:28][C:3]=1[O:4][C:5]1[S:6][C:7]([C:10]2[CH:14]=[C:13]([CH:15]([N:17]3[C:25](=[O:26])[C:24]4[C:19](=[CH:20][CH:21]=[CH:22][CH:23]=4)[C:18]3=[O:27])[CH3:16])[O:12][N:11]=2)=[CH:8][N:9]=1.[CH:33]1([CH2:36]O)[CH2:35][CH2:34]1.C1(P(C2C=CC=CC=2)C2C=CC=CC=2)C=CC=CC=1.N(C(OCC)=O)=NC(OCC)=O, predict the reaction product. (10) Given the reactants Br[C:2]1[CH:23]=[CH:22][C:5]([CH2:6][N:7]2[C:16]3[C:11](=[C:12]([CH2:19][CH3:20])[N:13]=[C:14]([CH2:17][CH3:18])[CH:15]=3)[CH:10]=[CH:9][C:8]2=[O:21])=[CH:4][C:3]=1[F:24].C(=O)([O-])[O-].[Na+].[Na+].B([C:34]1[CH:38]=[C:37]([CH3:39])[S:36][C:35]=1[S:40]([N:43]([C:50]1[C:54]([CH3:55])=[C:53]([CH3:56])[O:52][N:51]=1)[CH2:44][O:45][CH2:46][CH2:47][O:48][CH3:49])(=[O:42])=[O:41])(O)O, predict the reaction product. The product is: [CH3:55][C:54]1[C:50]([N:43]([CH2:44][O:45][CH2:46][CH2:47][O:48][CH3:49])[S:40]([C:35]2[S:36][C:37]([CH3:39])=[CH:38][C:34]=2[C:2]2[CH:23]=[CH:22][C:5]([CH2:6][N:7]3[C:16]4[C:11](=[C:12]([CH2:19][CH3:20])[N:13]=[C:14]([CH2:17][CH3:18])[CH:15]=4)[CH:10]=[CH:9][C:8]3=[O:21])=[CH:4][C:3]=2[F:24])(=[O:42])=[O:41])=[N:51][O:52][C:53]=1[CH3:56].